This data is from Acute oral toxicity (LD50) regression data from Zhu et al.. The task is: Regression/Classification. Given a drug SMILES string, predict its toxicity properties. Task type varies by dataset: regression for continuous values (e.g., LD50, hERG inhibition percentage) or binary classification for toxic/non-toxic outcomes (e.g., AMES mutagenicity, cardiotoxicity, hepatotoxicity). Dataset: ld50_zhu. The compound is c1ccc(COCc2ccccc2)cc1. The rat oral LD50 is 1.90, given as -log10 of the dose in mol/kg body weight (higher means more acutely toxic).